This data is from NCI-60 drug combinations with 297,098 pairs across 59 cell lines. The task is: Regression. Given two drug SMILES strings and cell line genomic features, predict the synergy score measuring deviation from expected non-interaction effect. (1) Drug 1: CN(C)C1=NC(=NC(=N1)N(C)C)N(C)C. Drug 2: CCCS(=O)(=O)NC1=C(C(=C(C=C1)F)C(=O)C2=CNC3=C2C=C(C=N3)C4=CC=C(C=C4)Cl)F. Cell line: CAKI-1. Synergy scores: CSS=1.27, Synergy_ZIP=-2.60, Synergy_Bliss=-6.79, Synergy_Loewe=-9.74, Synergy_HSA=-5.78. (2) Drug 1: C1C(C(OC1N2C=C(C(=O)NC2=O)F)CO)O. Drug 2: C1CN1C2=NC(=NC(=N2)N3CC3)N4CC4. Cell line: RPMI-8226. Synergy scores: CSS=57.3, Synergy_ZIP=-5.51, Synergy_Bliss=-6.51, Synergy_Loewe=0.186, Synergy_HSA=1.91. (3) Drug 1: C1=CC=C(C(=C1)C(C2=CC=C(C=C2)Cl)C(Cl)Cl)Cl. Drug 2: COCCOC1=C(C=C2C(=C1)C(=NC=N2)NC3=CC=CC(=C3)C#C)OCCOC.Cl. Cell line: RPMI-8226. Synergy scores: CSS=-1.86, Synergy_ZIP=2.06, Synergy_Bliss=2.69, Synergy_Loewe=-3.59, Synergy_HSA=-2.29. (4) Drug 1: CC1=CC=C(C=C1)C2=CC(=NN2C3=CC=C(C=C3)S(=O)(=O)N)C(F)(F)F. Synergy scores: CSS=64.9, Synergy_ZIP=5.13, Synergy_Bliss=-4.28, Synergy_Loewe=-42.2, Synergy_HSA=-16.9. Cell line: HL-60(TB). Drug 2: C1=NC(=NC(=O)N1C2C(C(C(O2)CO)O)O)N. (5) Drug 1: CC1C(C(=O)NC(C(=O)N2CCCC2C(=O)N(CC(=O)N(C(C(=O)O1)C(C)C)C)C)C(C)C)NC(=O)C3=C4C(=C(C=C3)C)OC5=C(C(=O)C(=C(C5=N4)C(=O)NC6C(OC(=O)C(N(C(=O)CN(C(=O)C7CCCN7C(=O)C(NC6=O)C(C)C)C)C)C(C)C)C)N)C. Drug 2: C1CNP(=O)(OC1)N(CCCl)CCCl. Cell line: CAKI-1. Synergy scores: CSS=19.8, Synergy_ZIP=-5.48, Synergy_Bliss=-5.15, Synergy_Loewe=-38.8, Synergy_HSA=-9.48. (6) Drug 1: C1CCN(CC1)CCOC2=CC=C(C=C2)C(=O)C3=C(SC4=C3C=CC(=C4)O)C5=CC=C(C=C5)O. Drug 2: CN(C)C1=NC(=NC(=N1)N(C)C)N(C)C. Cell line: SNB-75. Synergy scores: CSS=-1.64, Synergy_ZIP=1.34, Synergy_Bliss=1.88, Synergy_Loewe=-4.29, Synergy_HSA=-3.05. (7) Drug 1: CC1=C(C(CCC1)(C)C)C=CC(=CC=CC(=CC(=O)O)C)C. Synergy scores: CSS=0.206, Synergy_ZIP=-2.84, Synergy_Bliss=-1.65, Synergy_Loewe=-5.88, Synergy_HSA=-3.12. Drug 2: CCN(CC)CCCC(C)NC1=C2C=C(C=CC2=NC3=C1C=CC(=C3)Cl)OC. Cell line: SNB-75. (8) Drug 1: CC1=C(C(=O)C2=C(C1=O)N3CC4C(C3(C2COC(=O)N)OC)N4)N. Drug 2: C(CCl)NC(=O)N(CCCl)N=O. Cell line: MALME-3M. Synergy scores: CSS=-3.54, Synergy_ZIP=2.78, Synergy_Bliss=-0.537, Synergy_Loewe=-2.20, Synergy_HSA=-4.14. (9) Drug 1: CN(C)N=NC1=C(NC=N1)C(=O)N. Drug 2: C1=CN(C(=O)N=C1N)C2C(C(C(O2)CO)O)O.Cl. Cell line: SK-OV-3. Synergy scores: CSS=10.6, Synergy_ZIP=-5.92, Synergy_Bliss=-2.34, Synergy_Loewe=-9.15, Synergy_HSA=-1.28. (10) Drug 1: CC1=C2C(C(=O)C3(C(CC4C(C3C(C(C2(C)C)(CC1OC(=O)C(C(C5=CC=CC=C5)NC(=O)OC(C)(C)C)O)O)OC(=O)C6=CC=CC=C6)(CO4)OC(=O)C)OC)C)OC. Drug 2: CC1OCC2C(O1)C(C(C(O2)OC3C4COC(=O)C4C(C5=CC6=C(C=C35)OCO6)C7=CC(=C(C(=C7)OC)O)OC)O)O. Cell line: SN12C. Synergy scores: CSS=65.1, Synergy_ZIP=6.17, Synergy_Bliss=4.68, Synergy_Loewe=7.95, Synergy_HSA=10.6.